Dataset: Full USPTO retrosynthesis dataset with 1.9M reactions from patents (1976-2016). Task: Predict the reactants needed to synthesize the given product. (1) Given the product [C:1]([SiH2:5][O:6][C:7]([CH3:17])([CH3:16])[C:8]1[CH:15]=[CH:14][C:11]([CH:12]=[O:31])=[CH:10][CH:9]=1)([CH3:4])([CH3:3])[CH3:2], predict the reactants needed to synthesize it. The reactants are: [C:1]([SiH2:5][O:6][C:7]([CH3:17])([CH3:16])[C:8]1[CH:15]=[CH:14][C:11]([C:12]#N)=[CH:10][CH:9]=1)([CH3:4])([CH3:3])[CH3:2].[H-].C([Al+]CC(C)C)C(C)C.[C@H](O)(C([O-])=O)[C@@H](O)C([O-])=[O:31].[Na+].[K+]. (2) Given the product [CH3:28][O:27][C:24]1[CH:23]=[CH:22][C:21]([C:19]2[CH:18]=[CH:17][C:16]3[N:12]([C:9]4[CH:10]=[CH:11][C:6]([CH2:5][C:4]([OH:29])=[O:3])=[CH:7][CH:8]=4)[CH:13]=[N:14][C:15]=3[CH:20]=2)=[CH:26][CH:25]=1, predict the reactants needed to synthesize it. The reactants are: C([O:3][C:4](=[O:29])[CH2:5][C:6]1[CH:11]=[CH:10][C:9]([N:12]2[C:16]3[CH:17]=[CH:18][C:19]([C:21]4[CH:26]=[CH:25][C:24]([O:27][CH3:28])=[CH:23][CH:22]=4)=[CH:20][C:15]=3[N:14]=[CH:13]2)=[CH:8][CH:7]=1)C. (3) Given the product [CH3:1][O:2][C:3]([C:5]1[C:21]([O:22][CH3:23])=[C:20]([C:38]2[CH:37]=[CH:36][CH:35]=[C:34]([N+:31]([O-:33])=[O:32])[CH:39]=2)[C:8]2[N:9]=[C:10]([NH:12][C:13]([O:15][C:16]([CH3:19])([CH3:18])[CH3:17])=[O:14])[S:11][C:7]=2[CH:6]=1)=[O:4], predict the reactants needed to synthesize it. The reactants are: [CH3:1][O:2][C:3]([C:5]1[C:21]([O:22][CH3:23])=[C:20](Br)[C:8]2[N:9]=[C:10]([NH:12][C:13]([O:15][C:16]([CH3:19])([CH3:18])[CH3:17])=[O:14])[S:11][C:7]=2[CH:6]=1)=[O:4].C(=O)([O-])[O-].[Na+].[Na+].[N+:31]([C:34]1[CH:35]=[C:36](B(O)O)[CH:37]=[CH:38][CH:39]=1)([O-:33])=[O:32].C1(P(C2C=CC=CC=2)C2C=CC=CC=2)C=CC=CC=1. (4) Given the product [CH2:1]([O:8][C:9]1[CH:14]=[C:13]([O:15][CH2:16][C:17]2[CH:22]=[CH:21][CH:20]=[CH:19][CH:18]=2)[C:12]([CH:23]([CH3:25])[CH3:24])=[CH:11][C:10]=1[C:26]1[O:30][N:29]=[C:28]([C:31]([NH:33][CH2:34][CH3:35])=[O:32])[C:27]=1[C:44]#[N:45])[C:2]1[CH:7]=[CH:6][CH:5]=[CH:4][CH:3]=1, predict the reactants needed to synthesize it. The reactants are: [CH2:1]([O:8][C:9]1[CH:14]=[C:13]([O:15][CH2:16][C:17]2[CH:22]=[CH:21][CH:20]=[CH:19][CH:18]=2)[C:12]([CH:23]([CH3:25])[CH3:24])=[CH:11][C:10]=1[C:26]1[O:30][N:29]=[C:28]([C:31]([NH:33][CH2:34][CH3:35])=[O:32])[C:27]=1I)[C:2]1[CH:7]=[CH:6][CH:5]=[CH:4][CH:3]=1.C(OCC)(=O)C.C[C:44]#[N:45]. (5) Given the product [CH2:8]([N:10]([CH2:14][CH3:15])[C:11](=[O:12])[O:16][C:17]12[C:35]3[C:30](=[CH:31][CH:32]=[CH:33][CH:34]=3)[C:29](=[O:36])[C:18]1([OH:37])[C:19]1[CH:20]=[CH:21][C:22]([CH:26]([CH3:27])[CH3:28])=[CH:23][C:24]=1[O:25]2)[CH3:9], predict the reactants needed to synthesize it. The reactants are: C(N(CC)CC)C.[CH2:8]([N:10]([CH2:14][CH3:15])[C:11](Cl)=[O:12])[CH3:9].[OH:16][C:17]12[C:35]3[C:30](=[CH:31][CH:32]=[CH:33][CH:34]=3)[C:29](=[O:36])[C:18]1([OH:37])[C:19]1[C:24]([O:25]2)=[CH:23][C:22]([CH:26]([CH3:28])[CH3:27])=[CH:21][CH:20]=1. (6) Given the product [N:17]1([C:2]2[N:7]=[CH:6][C:5]([S:8]([NH:11][C:12]3[S:13][CH:14]=[CH:15][N:16]=3)(=[O:10])=[O:9])=[CH:4][CH:3]=2)[CH2:22][CH2:21][NH:20][CH2:19][CH2:18]1, predict the reactants needed to synthesize it. The reactants are: Cl[C:2]1[N:7]=[CH:6][C:5]([S:8]([NH:11][C:12]2[S:13][CH:14]=[CH:15][N:16]=2)(=[O:10])=[O:9])=[CH:4][CH:3]=1.[NH:17]1[CH2:22][CH2:21][NH:20][CH2:19][CH2:18]1. (7) Given the product [F:32][C:20]1[C:21]([C:23]2[CH:28]=[C:27]([F:29])[C:26]([F:30])=[CH:25][C:24]=2[F:31])=[N:22][C:17]([NH:5][C:4]2[CH:6]=[C:7]([CH2:9][S:10]([CH2:13][CH2:14][CH3:15])(=[O:12])=[O:11])[CH:8]=[C:2]([F:1])[CH:3]=2)=[N:18][CH:19]=1, predict the reactants needed to synthesize it. The reactants are: [F:1][C:2]1[CH:3]=[C:4]([CH:6]=[C:7]([CH2:9][S:10]([CH2:13][CH2:14][CH3:15])(=[O:12])=[O:11])[CH:8]=1)[NH2:5].Cl[C:17]1[N:22]=[C:21]([C:23]2[CH:28]=[C:27]([F:29])[C:26]([F:30])=[CH:25][C:24]=2[F:31])[C:20]([F:32])=[CH:19][N:18]=1.